Binary Classification. Given a T-cell receptor sequence (or CDR3 region) and an epitope sequence, predict whether binding occurs between them. From a dataset of TCR-epitope binding with 47,182 pairs between 192 epitopes and 23,139 TCRs. (1) The epitope is HPKVSSEVHI. The TCR CDR3 sequence is CASTLDRLAFF. Result: 1 (the TCR binds to the epitope). (2) The epitope is CINGVCWTV. The TCR CDR3 sequence is CASSLTGFDYGYTF. Result: 0 (the TCR does not bind to the epitope).